This data is from Full USPTO retrosynthesis dataset with 1.9M reactions from patents (1976-2016). The task is: Predict the reactants needed to synthesize the given product. (1) Given the product [Br:31][C:28]1[CH:29]=[CH:30][C:25]([O:24][C:22]([N:15]2[C:16]3[C:11](=[CH:10][C:9]([O:8][CH2:7][CH2:6][CH2:5][CH2:4][N:3]([CH2:1][CH3:2])[CH2:19][CH3:20])=[CH:18][CH:17]=3)[CH2:12][CH2:13][CH2:14]2)=[O:23])=[CH:26][CH:27]=1, predict the reactants needed to synthesize it. The reactants are: [CH2:1]([N:3]([CH2:19][CH3:20])[CH2:4][CH2:5][CH2:6][CH2:7][O:8][C:9]1[CH:10]=[C:11]2[C:16](=[CH:17][CH:18]=1)[NH:15][CH2:14][CH2:13][CH2:12]2)[CH3:2].Cl[C:22]([O:24][C:25]1[CH:30]=[CH:29][C:28]([Br:31])=[CH:27][CH:26]=1)=[O:23]. (2) Given the product [C:41]([O:60][C:59]([N:23]1[CH2:24][C@@H:20]([N:17]2[CH2:18][CH2:19][CH:14]([C:12]3[O:13][C:9]4[CH:8]=[CH:7][C:6]([C:3](=[O:4])[N:35]([CH3:36])[CH3:34])=[CH:32][C:10]=4[N:11]=3)[CH2:15][CH2:16]2)[CH2:21][C@H:22]1[C:25]([N:27]1[CH2:31][CH2:30][S:29][CH2:28]1)=[O:26])=[O:62])([CH3:40])([CH3:42])[CH3:47], predict the reactants needed to synthesize it. The reactants are: Cl.Cl.[C:3]([C:6]1[CH:7]=[CH:8][C:9]2[O:13][C:12]([CH:14]3[CH2:19][CH2:18][N:17]([C@@H:20]4[CH2:24][NH:23][C@H:22]([C:25]([N:27]5[CH2:31][CH2:30][S:29][CH2:28]5)=[O:26])[CH2:21]4)[CH2:16][CH2:15]3)=[N:11][C:10]=2[CH:32]=1)(O)=[O:4].Cl.[CH3:34][NH:35][CH3:36].C1C=C[C:40]2N(O)N=N[C:41]=2[CH:42]=1.[CH3:47]CN=C=NCCCN(C)C.Cl.[C:59](=[O:62])([O-])[OH:60].[Na+]. (3) Given the product [O:25]1[C:29]2[CH:30]=[CH:31][CH:32]=[CH:33][C:28]=2[CH:27]=[C:26]1[C:34]([NH:2][C@H:3]([C:14]([O:16][CH3:17])=[O:15])[CH2:4][C:5]1[C:13]2[C:8](=[CH:9][CH:10]=[CH:11][CH:12]=2)[NH:7][CH:6]=1)=[O:35], predict the reactants needed to synthesize it. The reactants are: Cl.[NH2:2][C@H:3]([C:14]([O:16][CH3:17])=[O:15])[CH2:4][C:5]1[C:13]2[C:8](=[CH:9][CH:10]=[CH:11][CH:12]=2)[NH:7][CH:6]=1.C(N(CC)CC)C.[O:25]1[C:29]2[CH:30]=[CH:31][CH:32]=[CH:33][C:28]=2[CH:27]=[C:26]1[C:34](O)=[O:35].CCN=C=NCCCN(C)C.Cl. (4) Given the product [CH3:1][O:2][C:3]1[CH:8]=[CH:7][C:6]([C:9]2[N:10]=[C:11]([C:22]3([OH:28])[CH2:27][CH2:26][N:25]([C:33](=[O:39])[N:50]([OH:51])[CH3:49])[CH2:24][CH2:23]3)[S:12][C:13]=2[C:14]2[CH:15]=[CH:16][C:17]([O:20][CH3:21])=[CH:18][CH:19]=2)=[CH:5][CH:4]=1, predict the reactants needed to synthesize it. The reactants are: [CH3:1][O:2][C:3]1[CH:8]=[CH:7][C:6]([C:9]2[N:10]=[C:11]([C:22]3([OH:28])[CH2:27][CH2:26][NH:25][CH2:24][CH2:23]3)[S:12][C:13]=2[C:14]2[CH:19]=[CH:18][C:17]([O:20][CH3:21])=[CH:16][CH:15]=2)=[CH:5][CH:4]=1.ClC(Cl)(O[C:33](=[O:39])OC(Cl)(Cl)Cl)Cl.C(N(CC)CC)C.Cl.[CH3:49][NH:50][OH:51]. (5) The reactants are: [CH3:1][C:2]1[N:3]([C:20]2[CH:36]=[CH:35][C:23]([CH2:24][O:25][C:26]3([C:30]([O:32]CC)=[O:31])[CH2:29][CH2:28][CH2:27]3)=[CH:22][CH:21]=2)[C:4]2[C:9]([C:10]=1[C:11](=[O:19])[C:12]1[CH:17]=[CH:16][C:15]([CH3:18])=[CH:14][CH:13]=1)=[CH:8][CH:7]=[CH:6][CH:5]=2.C1COCC1.[OH-].[Na+]. Given the product [CH3:1][C:2]1[N:3]([C:20]2[CH:36]=[CH:35][C:23]([CH2:24][O:25][C:26]3([C:30]([OH:32])=[O:31])[CH2:29][CH2:28][CH2:27]3)=[CH:22][CH:21]=2)[C:4]2[C:9]([C:10]=1[C:11](=[O:19])[C:12]1[CH:13]=[CH:14][C:15]([CH3:18])=[CH:16][CH:17]=1)=[CH:8][CH:7]=[CH:6][CH:5]=2, predict the reactants needed to synthesize it. (6) Given the product [CH3:17][C:18]1([CH3:28])[O:19][C:20](=[CH:24][C:25]([N:8]([C:5]2[CH:4]=[CH:3][C:2]([F:1])=[CH:7][CH:6]=2)[CH2:9][C:10]2[CH:11]=[CH:12][C:13]([CH3:16])=[CH:14][CH:15]=2)=[O:26])[C:21](=[O:23])[O:22]1, predict the reactants needed to synthesize it. The reactants are: [F:1][C:2]1[CH:7]=[CH:6][C:5]([NH:8][CH2:9][C:10]2[CH:15]=[CH:14][C:13]([CH3:16])=[CH:12][CH:11]=2)=[CH:4][CH:3]=1.[CH3:17][C:18]1([CH3:28])[O:22][C:21](=[O:23])/[C:20](=[CH:24]/[C:25](Cl)=[O:26])/[O:19]1.ClC1C=CC(N(CC2C=CC(C)=CC=2)C(=O)C=C2C(=O)OC(C)(C)O2)=CC=1. (7) Given the product [CH3:1][O:2][C:3]1[C:8]2[CH:9]([NH:12][C:13]3[CH:22]=[CH:21][C:20]4[C:15](=[CH:16][CH:17]=[C:18]([NH:23][C:32](=[O:33])[CH2:31][N:28]5[CH2:29][CH2:30][N:25]([CH3:24])[CH2:26][CH2:27]5)[CH:19]=4)[N:14]=3)[CH2:10][O:11][C:7]=2[CH:6]=[CH:5][CH:4]=1, predict the reactants needed to synthesize it. The reactants are: [CH3:1][O:2][C:3]1[C:8]2[CH:9]([NH:12][C:13]3[CH:22]=[CH:21][C:20]4[C:15](=[CH:16][CH:17]=[C:18]([NH2:23])[CH:19]=4)[N:14]=3)[CH2:10][O:11][C:7]=2[CH:6]=[CH:5][CH:4]=1.[CH3:24][N:25]1[CH2:30][CH2:29][N:28]([CH2:31][C:32](O)=[O:33])[CH2:27][CH2:26]1.